This data is from Forward reaction prediction with 1.9M reactions from USPTO patents (1976-2016). The task is: Predict the product of the given reaction. (1) Given the reactants I[C:2]1[CH:11]=[CH:10][C:5]([O:6][CH2:7][CH2:8][OH:9])=[C:4]([CH:12]=[CH2:13])[CH:3]=1.[Cl:14][C:15]1[CH:20]=[CH:19][C:18]([C:21]2[CH:22]=[CH:23][C:24]([C:27]#[CH:28])=[N:25][CH:26]=2)=[CH:17][CH:16]=1, predict the reaction product. The product is: [Cl:14][C:15]1[CH:16]=[CH:17][C:18]([C:21]2[CH:22]=[CH:23][C:24]([C:27]#[C:28][C:2]3[CH:11]=[CH:10][C:5]([O:6][CH2:7][CH2:8][OH:9])=[C:4]([CH:12]=[CH2:13])[CH:3]=3)=[N:25][CH:26]=2)=[CH:19][CH:20]=1. (2) Given the reactants [CH3:1][CH:2]1[CH2:7][C:6]([C:8]2[CH:13]=[CH:12][N:11]=[CH:10][C:9]=2[N+:14]([O-:16])=[O:15])=[CH:5][CH:4]=[CH:3]1.C1C=C(Cl)C=C(C(OO)=[O:25])C=1.[N-:28]=[N+:29]=[N-:30].[Na+].[Cl-].[NH4+], predict the reaction product. The product is: [N:28]([CH:4]1[CH:5]=[C:6]([C:8]2[CH:13]=[CH:12][N:11]=[CH:10][C:9]=2[N+:14]([O-:16])=[O:15])[CH2:7][CH:2]([CH3:1])[CH:3]1[OH:25])=[N+:29]=[N-:30].